From a dataset of Full USPTO retrosynthesis dataset with 1.9M reactions from patents (1976-2016). Predict the reactants needed to synthesize the given product. (1) Given the product [Br:16][C:11]1[CH:10]=[CH:9][N:8]=[C:7]([N:1]2[CH2:6][CH2:5][O:4][CH2:3][CH2:2]2)[N:12]=1, predict the reactants needed to synthesize it. The reactants are: [N:1]1([C:7]2[N:12]=[C:11](O)[CH:10]=[CH:9][N:8]=2)[CH2:6][CH2:5][O:4][CH2:3][CH2:2]1.P(Br)(Br)([Br:16])=O. (2) Given the product [C:52]([O:51][C:50]([NH:49][C@H:41]1[CH2:42][C@@H:43]([C:45]([F:48])([F:47])[F:46])[CH2:44][N:39]([C:38]2[CH:37]=[CH:36][N:35]=[CH:34][C:33]=2[NH:32][C:29]([C:13]2[C:12]([NH:11][C:9](=[O:10])[O:8][CH2:1][C:2]3[CH:3]=[CH:4][CH:5]=[CH:6][CH:7]=3)=[CH:21][C:20]3[C:15](=[CH:16][C:17]([N:22]4[CH2:27][CH2:26][N:25]([CH3:28])[CH2:24][CH2:23]4)=[CH:18][CH:19]=3)[N:14]=2)=[O:30])[CH2:40]1)=[O:56])([CH3:55])([CH3:53])[CH3:54], predict the reactants needed to synthesize it. The reactants are: [CH2:1]([O:8][C:9]([NH:11][C:12]1[C:13]([C:29](O)=[O:30])=[N:14][C:15]2[C:20]([CH:21]=1)=[CH:19][CH:18]=[C:17]([N:22]1[CH2:27][CH2:26][N:25]([CH3:28])[CH2:24][CH2:23]1)[CH:16]=2)=[O:10])[C:2]1[CH:7]=[CH:6][CH:5]=[CH:4][CH:3]=1.[NH2:32][C:33]1[CH:34]=[N:35][CH:36]=[CH:37][C:38]=1[N:39]1[CH2:44][C@H:43]([C:45]([F:48])([F:47])[F:46])[CH2:42][C@H:41]([NH:49][C:50](=[O:56])[O:51][C:52]([CH3:55])([CH3:54])[CH3:53])[CH2:40]1.CN(C(ON1N=NC2C=CC=NC1=2)=[N+](C)C)C.F[P-](F)(F)(F)(F)F.CCN(C(C)C)C(C)C. (3) Given the product [C:1]([O:5][C:6]([N:8]1[CH2:14][C@@H:13]([O:15][Si:16]([C:19]([CH3:22])([CH3:21])[CH3:20])([CH3:17])[CH3:18])[CH2:12][C@H:9]1[CH:10]=[O:11])=[O:7])([CH3:4])([CH3:3])[CH3:2], predict the reactants needed to synthesize it. The reactants are: [C:1]([O:5][C:6]([N:8]1[CH2:14][C@@H:13]([O:15][Si:16]([C:19]([CH3:22])([CH3:21])[CH3:20])([CH3:18])[CH3:17])[CH2:12][C@H:9]1[CH2:10][OH:11])=[O:7])([CH3:4])([CH3:3])[CH3:2].C(OC(N1CCC[C@H]1CO)=O)(C)(C)C. (4) Given the product [F:21][C:16]1[N:15]=[C:14]2[O:9][C:7]([C:6]3[CH:5]=[CH:4][C:3]([N:2]([CH3:1])[CH3:12])=[CH:11][CH:10]=3)=[N:20][C:19]2=[CH:18][CH:17]=1, predict the reactants needed to synthesize it. The reactants are: [CH3:1][N:2]([CH3:12])[C:3]1[CH:11]=[CH:10][C:6]([C:7]([OH:9])=O)=[CH:5][CH:4]=1.F[C:14]1[C:19]([NH2:20])=[CH:18][CH:17]=[C:16]([F:21])[N:15]=1.CN(C=O)C.C([O-])([O-])=O.[K+].[K+]. (5) The reactants are: [Cl:1][C:2]1[CH:3]=[C:4]([CH3:25])[C:5]([CH:21]=[C:22](Br)Br)=[C:6]2[C:10]=1[N:9]([S:11]([C:14]1[CH:20]=[CH:19][C:17]([CH3:18])=[CH:16][CH:15]=1)(=[O:13])=[O:12])[CH:8]=[CH:7]2.[NH2:26][C:27]1[CH:28]=[C:29]([CH:32]=[CH:33][C:34]=1[NH2:35])[C:30]#[N:31].C1N2CCN(CC2)C1. Given the product [Cl:1][C:2]1[CH:3]=[C:4]([CH3:25])[C:5]([CH2:21][C:22]2[NH:35][C:34]3[CH:33]=[CH:32][C:29]([C:30]#[N:31])=[CH:28][C:27]=3[N:26]=2)=[C:6]2[C:10]=1[N:9]([S:11]([C:14]1[CH:20]=[CH:19][C:17]([CH3:18])=[CH:16][CH:15]=1)(=[O:13])=[O:12])[CH:8]=[CH:7]2, predict the reactants needed to synthesize it. (6) Given the product [Cl:46][C:2]1[CH:3]=[C:4]([C:9]2[O:13][N:12]=[C:11]([C:14]([N:16]3[CH2:21][C@H:20]([CH2:22][CH:23]([CH3:25])[CH3:24])[NH:19][C:18](=[O:26])[C@@H:17]3[CH2:27][CH:28]([CH3:30])[CH3:29])=[O:15])[CH:10]=2)[CH:5]=[CH:6][CH:7]=1, predict the reactants needed to synthesize it. The reactants are: F[C:2]1[CH:3]=[C:4]([C:9]2[O:13][N:12]=[C:11]([C:14]([N:16]3[CH2:21][C@H:20]([CH2:22][CH:23]([CH3:25])[CH3:24])[NH:19][C:18](=[O:26])[C@@H:17]3[CH2:27][CH:28]([CH3:30])[CH3:29])=[O:15])[CH:10]=2)[CH:5]=[CH:6][C:7]=1F.C([C@@H]1NC[C@H](CC(C)C)NC1=O)C(C)C.[Cl:46]C1C=C(C2ON=C(C(O)=O)C=2)C=CC=1. (7) Given the product [Br:21][CH2:13][C:1]1[CH:2]=[CH:3][C:4]([CH2:7][C:8]([O:10][CH2:11][CH3:12])=[O:9])=[CH:5][CH:6]=1, predict the reactants needed to synthesize it. The reactants are: [C:1]1([CH3:13])[CH:6]=[CH:5][C:4]([CH2:7][C:8]([O:10][CH2:11][CH3:12])=[O:9])=[CH:3][CH:2]=1.C1C(=O)N([Br:21])C(=O)C1.CCOC(C)=O. (8) Given the product [CH2:39]([O:40][CH2:2][C:3]1[N:4]=[C:5]2[N:24]=[C:23]([C:25]3[C:30]([C:31]([F:34])([F:33])[F:32])=[CH:29][CH:28]=[CH:27][N:26]=3)[CH:22]=[CH:21][C:6]2=[C:7]2[C:16]=1[O:15][C:14]1[C:9](=[CH:10][CH:11]=[C:12]([C:17]([F:20])([F:19])[F:18])[CH:13]=1)[NH:8]2)[CH:38]([CH3:41])[CH3:37], predict the reactants needed to synthesize it. The reactants are: Cl[CH2:2][C:3]1[N:4]=[C:5]2[N:24]=[C:23]([C:25]3[C:30]([C:31]([F:34])([F:33])[F:32])=[CH:29][CH:28]=[CH:27][N:26]=3)[CH:22]=[CH:21][C:6]2=[C:7]2[C:16]=1[O:15][C:14]1[C:9](=[CH:10][CH:11]=[C:12]([C:17]([F:20])([F:19])[F:18])[CH:13]=1)[NH:8]2.[H-].[Na+].[CH3:37][CH:38]([CH3:41])[CH2:39][OH:40]. (9) Given the product [CH2:1]([O:3][C:4](=[O:19])[CH2:5][CH2:6][N:7]1[C:11]2[CH:12]=[C:13]([C:16]#[N:17])[CH:14]=[CH:15][C:10]=2[N:9]([CH2:21][C:22]2[C:31]3[C:26](=[CH:27][CH:28]=[CH:29][CH:30]=3)[CH:25]=[CH:24][CH:23]=2)[C:8]1=[O:18])[CH3:2], predict the reactants needed to synthesize it. The reactants are: [CH2:1]([O:3][C:4](=[O:19])[CH2:5][CH2:6][N:7]1[C:11]2[CH:12]=[C:13]([C:16]#[N:17])[CH:14]=[CH:15][C:10]=2[NH:9][C:8]1=[O:18])[CH3:2].Cl[CH2:21][C:22]1[C:31]2[C:26](=[CH:27][CH:28]=[CH:29][CH:30]=2)[CH:25]=[CH:24][CH:23]=1.C([O-])([O-])=O.[K+].[K+]. (10) Given the product [CH:24]([C:2]1[N:7]=[N:6][C:5]2[S:8][CH2:9][CH2:10][O:11][C:4]=2[CH:3]=1)=[CH2:25], predict the reactants needed to synthesize it. The reactants are: Cl[C:2]1[N:7]=[N:6][C:5]2[S:8][CH2:9][CH2:10][O:11][C:4]=2[CH:3]=1.C(=O)([O-])[O-].[K+].[K+].B1(C=C)OB([CH:24]=[CH2:25])OB(C=C)O1.C1C=CN=CC=1.O.